Dataset: Forward reaction prediction with 1.9M reactions from USPTO patents (1976-2016). Task: Predict the product of the given reaction. (1) Given the reactants [CH:1]([C:3]1[CH:26]=[CH:25][C:6]([O:7][CH2:8][C:9]2[N:10]=[C:11]([C:15]3[CH:16]=[C:17]([CH:22]=[CH:23][CH:24]=3)[C:18]([O:20][CH3:21])=[O:19])[O:12][C:13]=2[CH3:14])=[C:5]([O:27][CH3:28])[CH:4]=1)=[O:2].C(O)C.[BH4-].[Na+].O, predict the reaction product. The product is: [OH:2][CH2:1][C:3]1[CH:26]=[CH:25][C:6]([O:7][CH2:8][C:9]2[N:10]=[C:11]([C:15]3[CH:16]=[C:17]([CH:22]=[CH:23][CH:24]=3)[C:18]([O:20][CH3:21])=[O:19])[O:12][C:13]=2[CH3:14])=[C:5]([O:27][CH3:28])[CH:4]=1. (2) Given the reactants [CH3:1][O:2][C:3]([C:5]1[N:6]=[CH:7][C:8]([N:11]2[CH2:16][CH2:15][N:14]([C:17]3[N:18]=[N:19][C:20](Cl)=[C:21]([CH3:24])[C:22]=3[CH3:23])[CH2:13][C@H:12]2[CH3:26])=[N:9][CH:10]=1)=[O:4].[C:27]1([OH:33])[CH:32]=[CH:31][CH:30]=[CH:29][CH:28]=1.P([O-])([O-])([O-])=O.[K+].[K+].[K+].CC(C1C=C(C(C)C)C(C2C=CC=CC=2P(C2CCCCC2)C2CCCCC2)=C(C(C)C)C=1)C, predict the reaction product. The product is: [CH3:1][O:2][C:3]([C:5]1[N:6]=[CH:7][C:8]([N:11]2[CH2:16][CH2:15][N:14]([C:17]3[N:18]=[N:19][C:20]([O:33][C:27]4[CH:32]=[CH:31][CH:30]=[CH:29][CH:28]=4)=[C:21]([CH3:24])[C:22]=3[CH3:23])[CH2:13][C@H:12]2[CH3:26])=[N:9][CH:10]=1)=[O:4]. (3) Given the reactants [CH3:1][O:2][C:3]([C@@H:5]1[C@H:10](C(O)=O)[CH2:9][CH:8]=[CH:7][CH2:6]1)=[O:4].C([N:16]([CH2:19]C)CC)C.C1C=CC([O:27]P(OC2C=CC=CC=2)(N=[N+]=[N-])=O)=CC=1.[CH2:40]([OH:47])[C:41]1[CH:46]=[CH:45][CH:44]=[CH:43][CH:42]=1, predict the reaction product. The product is: [CH2:40]([O:47][C:19]([NH:16][C@H:10]1[C@@H:5]([C:3]([O:2][CH3:1])=[O:4])[CH2:6][CH:7]=[CH:8][CH2:9]1)=[O:27])[C:41]1[CH:46]=[CH:45][CH:44]=[CH:43][CH:42]=1. (4) Given the reactants Cl.Cl.[CH2:3]([N:10]1[CH2:17][CH:16]2[O:18][CH:12]([CH2:13][NH:14][CH2:15]2)[CH2:11]1)[C:4]1[CH:9]=[CH:8][CH:7]=[CH:6][CH:5]=1.Br[CH2:20][CH2:21][OH:22].[I-].[K+].C(=O)([O-])[O-].[Cs+].[Cs+], predict the reaction product. The product is: [CH2:3]([N:10]1[CH2:17][CH:16]2[O:18][CH:12]([CH2:13][N:14]([CH2:20][CH2:21][OH:22])[CH2:15]2)[CH2:11]1)[C:4]1[CH:5]=[CH:6][CH:7]=[CH:8][CH:9]=1. (5) Given the reactants [Cl:1][C:2]1[CH:3]=[C:4]([CH2:14][CH2:15][C:16]2([CH:36]3[CH2:40][CH2:39][CH2:38][CH2:37]3)[O:21][C:20](=[O:22])[C:19]([CH2:23][C:24]3[N:34]=[C:27]4[N:28]=[C:29]([CH3:33])[CH:30]=[C:31]([CH3:32])[N:26]4[N:25]=3)=[C:18]([OH:35])[CH2:17]2)[CH:5]=[CH:6][C:7]=1[C:8]1([CH3:13])OCC[O:9]1, predict the reaction product. The product is: [C:8]([C:7]1[CH:6]=[CH:5][C:4]([CH2:14][CH2:15][C:16]2([CH:36]3[CH2:40][CH2:39][CH2:38][CH2:37]3)[O:21][C:20](=[O:22])[C:19]([CH2:23][C:24]3[N:34]=[C:27]4[N:28]=[C:29]([CH3:33])[CH:30]=[C:31]([CH3:32])[N:26]4[N:25]=3)=[C:18]([OH:35])[CH2:17]2)=[CH:3][C:2]=1[Cl:1])(=[O:9])[CH3:13]. (6) The product is: [Cl:37][C:14]1[CH:13]=[C:12]([S:9]([NH2:8])(=[O:10])=[O:11])[S:16][C:15]=1[O:17][C:18]1[CH:23]=[CH:22][CH:21]=[C:20]([N:24]2[CH2:29][CH2:28][NH:27][CH2:26][CH2:25]2)[CH:19]=1. Given the reactants COC1C=CC(C[N:8](CC2C=CC(OC)=CC=2)[S:9]([C:12]2[S:16][C:15]([O:17][C:18]3[CH:19]=[C:20]([N:24]4[CH2:29][CH2:28][N:27](C(OC(C)(C)C)=O)[CH2:26][CH2:25]4)[CH:21]=[CH:22][CH:23]=3)=[C:14]([Cl:37])[CH:13]=2)(=[O:11])=[O:10])=CC=1.C(O)(C(F)(F)F)=O, predict the reaction product. (7) The product is: [CH3:14][C:11]1([CH3:15])[O:12][CH2:13][CH:8]([C:6]2[CH:5]=[N:4][CH:3]=[C:2]([B:16]3[O:20][C:19]([CH3:22])([CH3:21])[C:18]([CH3:24])([CH3:23])[O:17]3)[CH:7]=2)[CH2:9][O:10]1. Given the reactants Br[C:2]1[CH:3]=[N:4][CH:5]=[C:6]([CH:8]2[CH2:13][O:12][C:11]([CH3:15])([CH3:14])[O:10][CH2:9]2)[CH:7]=1.[B:16]1([B:16]2[O:20][C:19]([CH3:22])([CH3:21])[C:18]([CH3:24])([CH3:23])[O:17]2)[O:20][C:19]([CH3:22])([CH3:21])[C:18]([CH3:24])([CH3:23])[O:17]1.C([O-])(=O)C.[K+], predict the reaction product. (8) Given the reactants [I:1][C:2]1[C:10]2[C:5](=[CH:6][CH:7]=[CH:8][CH:9]=2)[N:4]([C:11]2[CH:16]=[CH:15][C:14]([N+:17]([O-])=O)=[CH:13][CH:12]=2)[N:3]=1.C(O)(=O)C, predict the reaction product. The product is: [I:1][C:2]1[C:10]2[C:5](=[CH:6][CH:7]=[CH:8][CH:9]=2)[N:4]([C:11]2[CH:16]=[CH:15][C:14]([NH2:17])=[CH:13][CH:12]=2)[N:3]=1.